Dataset: Forward reaction prediction with 1.9M reactions from USPTO patents (1976-2016). Task: Predict the product of the given reaction. (1) The product is: [CH3:17][C:16]1[O:15][N:14]=[C:13]([CH2:18][CH2:19][C:20]([F:21])([F:22])[F:23])[C:12]=1[CH2:11][O:10][C:7]1[CH:8]=[CH:9][C:4]([C:3]([NH:25][CH:26]2[CH2:31][CH2:30][O:29][CH2:28][CH2:27]2)=[O:24])=[CH:5][N:6]=1. Given the reactants CO[C:3](=[O:24])[C:4]1[CH:9]=[CH:8][C:7]([O:10][CH2:11][C:12]2[C:13]([CH2:18][CH2:19][C:20]([F:23])([F:22])[F:21])=[N:14][O:15][C:16]=2[CH3:17])=[N:6][CH:5]=1.[NH2:25][CH:26]1[CH2:31][CH2:30][O:29][CH2:28][CH2:27]1, predict the reaction product. (2) Given the reactants C([NH:8][C@H:9]1[C@H:18]([OH:19])[CH2:17][CH2:16][C:11]2([O:15][CH2:14][CH2:13][O:12]2)[CH2:10]1)C1C=CC=CC=1.[H][H], predict the reaction product. The product is: [NH2:8][C@H:9]1[C@H:18]([OH:19])[CH2:17][CH2:16][C:11]2([O:12][CH2:13][CH2:14][O:15]2)[CH2:10]1.